Dataset: Full USPTO retrosynthesis dataset with 1.9M reactions from patents (1976-2016). Task: Predict the reactants needed to synthesize the given product. (1) Given the product [CH3:44][O:43][C:41](=[O:42])[C:40]1[CH:45]=[CH:46][C:37]([CH2:36][O:15][CH2:14][CH:13]([N:12]2[C:11]3[CH:29]=[C:30]([F:34])[C:31]([F:33])=[CH:32][C:10]=3[N:9]=[C:8]2[C:5]2[CH:6]=[CH:7][C:2]([Cl:1])=[CH:3][CH:4]=2)[CH:23]2[CH2:28][CH2:27][CH2:26][CH2:25][CH2:24]2)=[C:38]([O:47][CH3:48])[CH:39]=1, predict the reactants needed to synthesize it. The reactants are: [Cl:1][C:2]1[CH:7]=[CH:6][C:5]([C:8]2[N:12]([CH:13]([CH:23]3[CH2:28][CH2:27][CH2:26][CH2:25][CH2:24]3)[CH2:14][O:15]CC3CCCCC3)[C:11]3[CH:29]=[C:30]([F:34])[C:31]([F:33])=[CH:32][C:10]=3[N:9]=2)=[CH:4][CH:3]=1.Br[CH2:36][C:37]1[CH:46]=[CH:45][C:40]([C:41]([O:43][CH3:44])=[O:42])=[CH:39][C:38]=1[O:47][CH3:48]. (2) Given the product [F:61][C:37]1[CH:36]=[CH:35][C:34]([O:33][C:2]([CH3:1])([CH2:6][C:7]2[CH:8]=[CH:9][C:10]([O:13][CH2:14][C:15](=[O:32])[NH:16][CH2:17][CH2:18][C:19]3[CH:24]=[CH:23][C:22]([O:25][C:26]4[CH:27]=[CH:28][CH:29]=[CH:30][CH:31]=4)=[CH:21][CH:20]=3)=[CH:11][CH:12]=2)[C:3]([OH:5])=[O:4])=[CH:39][CH:38]=1, predict the reactants needed to synthesize it. The reactants are: [CH3:1][C:2]([O:33][C:34]1[CH:39]=[CH:38][CH:37]=[CH:36][CH:35]=1)([CH2:6][C:7]1[CH:12]=[CH:11][C:10]([O:13][CH2:14][C:15](=[O:32])[NH:16][CH2:17][CH2:18][C:19]2[CH:24]=[CH:23][C:22]([O:25][C:26]3[CH:31]=[CH:30][CH:29]=[CH:28][CH:27]=3)=[CH:21][CH:20]=2)=[CH:9][CH:8]=1)[C:3]([OH:5])=[O:4].C(OC(=O)C(OC1C=CC([F:61])=CC=1)(C)CC1C=CC(O)=CC=1)C. (3) Given the product [C:1]1([CH3:12])[CH:2]=[CH:3][C:4]([CH:7]2[CH2:8][C:9](=[O:11])[CH2:10][C:15](=[O:14])[CH2:16]2)=[CH:5][CH:6]=1, predict the reactants needed to synthesize it. The reactants are: [C:1]1([CH3:12])[CH:6]=[CH:5][C:4]([CH:7]=[CH:8][C:9](=[O:11])[CH3:10])=[CH:3][CH:2]=1.C[O:14][C:15]1C=CC=C[C:16]=1C1CC(=O)CC(=O)C1. (4) Given the product [F:17][C:18]1[CH:23]=[CH:22][C:21]([C:12]([C:11]2[CH:15]=[CH:16][C:8]([N+:5]([O-:7])=[O:6])=[CH:9][CH:10]=2)=[O:13])=[CH:20][CH:19]=1, predict the reactants needed to synthesize it. The reactants are: [Cl-].[Al+3].[Cl-].[Cl-].[N+:5]([C:8]1[CH:16]=[CH:15][C:11]([C:12](Cl)=[O:13])=[CH:10][CH:9]=1)([O-:7])=[O:6].[F:17][C:18]1[CH:23]=[CH:22][CH:21]=[CH:20][CH:19]=1.Cl. (5) The reactants are: [Cl:1][C:2]1[CH:14]=[CH:13][C:5]2[O:6][CH:7]([C:10]([OH:12])=O)[CH2:8][O:9][C:4]=2[CH:3]=1.[F:15][C:16]1[CH:29]=[CH:28][C:19]([CH2:20][N:21]2[CH2:27][CH2:26][CH2:25][NH:24][CH2:23][CH2:22]2)=[CH:18][CH:17]=1.CCN=C=NCCCN(C)C.C1C=CC2N(O)N=NC=2C=1.CCN(C(C)C)C(C)C. Given the product [Cl:1][C:2]1[CH:14]=[CH:13][C:5]2[O:6][CH:7]([C:10]([N:24]3[CH2:25][CH2:26][CH2:27][N:21]([CH2:20][C:19]4[CH:28]=[CH:29][C:16]([F:15])=[CH:17][CH:18]=4)[CH2:22][CH2:23]3)=[O:12])[CH2:8][O:9][C:4]=2[CH:3]=1, predict the reactants needed to synthesize it. (6) Given the product [C:2]([C:5]1[N:6]([CH2:23][C:24]2[CH:25]=[CH:26][C:27]([CH2:30][NH:31][C:39](=[O:41])[CH3:40])=[CH:28][CH:29]=2)[C:7](=[O:22])[C:8]2[C:13]([C:14]=1[C:15]1[CH:16]=[CH:17][CH:18]=[CH:19][CH:20]=1)=[CH:12][C:11]([Br:21])=[CH:10][CH:9]=2)(=[O:4])[CH3:3], predict the reactants needed to synthesize it. The reactants are: Cl.[C:2]([C:5]1[N:6]([CH2:23][C:24]2[CH:29]=[CH:28][C:27]([CH2:30][NH2:31])=[CH:26][CH:25]=2)[C:7](=[O:22])[C:8]2[C:13]([C:14]=1[C:15]1[CH:20]=[CH:19][CH:18]=[CH:17][CH:16]=1)=[CH:12][C:11]([Br:21])=[CH:10][CH:9]=2)(=[O:4])[CH3:3].C(N(CC)CC)C.[C:39](OC(=O)C)(=[O:41])[CH3:40]. (7) Given the product [CH2:1]([NH:5][C:6]1[N:7]=[CH:8][C:9]2[NH:14][CH:13]=[C:12]([CH:15]3[CH2:16][CH2:17][CH:18]([OH:21])[CH2:19][CH2:20]3)[C:10]=2[N:11]=1)[CH2:2][CH2:3][CH3:4], predict the reactants needed to synthesize it. The reactants are: [CH2:1]([NH:5][C:6]1[N:7]=[CH:8][C:9]2[NH:14][CH:13]=[C:12]([CH:15]3[CH2:20][CH2:19][C:18](=[O:21])[CH2:17][CH2:16]3)[C:10]=2[N:11]=1)[CH2:2][CH2:3][CH3:4].[BH4-].[Na+]. (8) Given the product [CH3:7][O:8][C:9]([C:11]1[CH:20]=[C:19]([O:21][CH2:22][C:23]2[CH:28]=[CH:27][CH:26]=[CH:25][CH:24]=2)[C:18]2[C:13](=[C:14]([N+:30]([O-:32])=[O:31])[CH:15]=[C:16]([N:37]3[CH2:38][CH2:39][N:34]([CH3:33])[CH2:35][CH2:36]3)[CH:17]=2)[N:12]=1)=[O:10], predict the reactants needed to synthesize it. The reactants are: C(=O)([O-])[O-].[Cs+].[Cs+].[CH3:7][O:8][C:9]([C:11]1[CH:20]=[C:19]([O:21][CH2:22][C:23]2[CH:28]=[CH:27][CH:26]=[CH:25][CH:24]=2)[C:18]2[C:13](=[C:14]([N+:30]([O-:32])=[O:31])[CH:15]=[C:16](Br)[CH:17]=2)[N:12]=1)=[O:10].[CH3:33][N:34]1[CH2:39][CH2:38][NH:37][CH2:36][CH2:35]1.C(=CC(C=CC1C=CC=CC=1)=O)C1C=CC=CC=1.C1C=CC(P(C2C(C3C(P(C4C=CC=CC=4)C4C=CC=CC=4)=CC=C4C=3C=CC=C4)=C3C(C=CC=C3)=CC=2)C2C=CC=CC=2)=CC=1.